From a dataset of Forward reaction prediction with 1.9M reactions from USPTO patents (1976-2016). Predict the product of the given reaction. (1) Given the reactants [H-].[H-].[H-].[H-].[Li+].[Al+3].[CH:7]1([C:14](O)=[O:15])[CH2:13][CH2:12][CH2:11][CH2:10][CH2:9][CH2:8]1.O.[OH-].[Na+], predict the reaction product. The product is: [CH:7]1([CH2:14][OH:15])[CH2:13][CH2:12][CH2:11][CH2:10][CH2:9][CH2:8]1. (2) Given the reactants [Br:1][C:2]1[CH:3]=[N:4][C:5]([Cl:14])=[C:6]([CH:13]=1)[C:7](N(OC)C)=[O:8].[CH3:15][Mg]Br.ClC1C=CC(C[C@@H]2NCCN(C3SC(C4C=C5C(=CC=4)C=NC=C5)=NN=3)C2)=CC=1, predict the reaction product. The product is: [Br:1][C:2]1[CH:13]=[C:6]([C:7](=[O:8])[CH3:15])[C:5]([Cl:14])=[N:4][CH:3]=1. (3) Given the reactants [Br:1][C:2]1[C:3]([F:10])=[CH:4][C:5](I)=[C:6]([CH3:8])[CH:7]=1.[Li]CCCC.CN([CH:19]=[O:20])C.Cl, predict the reaction product. The product is: [Br:1][C:2]1[C:3]([F:10])=[CH:4][C:5]([CH:19]=[O:20])=[C:6]([CH3:8])[CH:7]=1. (4) Given the reactants [CH2:1]([N:3]1[C:15]2[CH:14]=[CH:13][C:12]([NH2:16])=[CH:11][C:10]=2[C:9]2[C:4]1=[CH:5][CH:6]=[CH:7][CH:8]=2)[CH3:2].[C:17]([C:19]1[N:24]=[CH:23][C:22]([NH:25][C:26]([CH2:28][CH:29]([CH3:34])[CH2:30][C:31](O)=[O:32])=[O:27])=[CH:21][CH:20]=1)#[N:18].CN(C(ON1N=NC2C=CC=NC1=2)=[N+](C)C)C.F[P-](F)(F)(F)(F)F.CCN(C(C)C)C(C)C, predict the reaction product. The product is: [C:17]([C:19]1[N:24]=[CH:23][C:22]([NH:25][C:26](=[O:27])[CH2:28][CH:29]([CH3:34])[CH2:30][C:31]([NH:16][C:12]2[CH:13]=[CH:14][C:15]3[N:3]([CH2:1][CH3:2])[C:4]4[C:9]([C:10]=3[CH:11]=2)=[CH:8][CH:7]=[CH:6][CH:5]=4)=[O:32])=[CH:21][CH:20]=1)#[N:18].